Task: Predict the reactants needed to synthesize the given product.. Dataset: Full USPTO retrosynthesis dataset with 1.9M reactions from patents (1976-2016) Given the product [CH2:7]([O:11][C:12]1[N:20]=[C:19]2[C:15]([N:16]=[CH:17][N:18]2[CH2:21][CH2:22][C:23]2[CH:28]=[CH:27][CH:26]=[C:25]([CH2:29][OH:30])[CH:24]=2)=[C:14]([NH2:33])[N:13]=1)[CH2:8][CH2:9][CH3:10], predict the reactants needed to synthesize it. The reactants are: [H-].[Li+].[Al+3].[H-].[H-].[H-].[CH2:7]([O:11][C:12]1[N:20]=[C:19]2[C:15]([N:16]=[CH:17][N:18]2[CH2:21][CH2:22][C:23]2[CH:28]=[CH:27][CH:26]=[C:25]([C:29](OC)=[O:30])[CH:24]=2)=[C:14]([NH2:33])[N:13]=1)[CH2:8][CH2:9][CH3:10].O.[OH-].[Na+].